From a dataset of Catalyst prediction with 721,799 reactions and 888 catalyst types from USPTO. Predict which catalyst facilitates the given reaction. Reactant: [CH3:1][C:2](=[CH:4][CH2:5][CH2:6][C@H:7]([C@@H:9]1[C@:26]2([CH3:27])[C@H:12]([C:13]3[C@H:23]([CH2:24][CH2:25]2)[C@:21]2([CH3:22])[C:16](=[CH:17][C:18](=[O:28])[CH2:19][CH2:20]2)[CH2:15][CH:14]=3)[CH2:11][CH2:10]1)[CH3:8])[CH3:3].[OH-].[K+].C(O)(=O)C. Product: [CH3:1][C:2](=[CH:4][CH2:5][CH2:6][C@H:7]([C@@H:9]1[C@:26]2([CH3:27])[C@H:12]([C@H:13]3[C@H:23]([CH2:24][CH2:25]2)[C@:21]2([CH3:22])[C:16](=[CH:17][C:18](=[O:28])[CH2:19][CH2:20]2)[CH:15]=[CH:14]3)[CH2:11][CH2:10]1)[CH3:8])[CH3:3]. The catalyst class is: 5.